This data is from Drug-target binding data from BindingDB using IC50 measurements. The task is: Regression. Given a target protein amino acid sequence and a drug SMILES string, predict the binding affinity score between them. We predict pIC50 (pIC50 = -log10(IC50 in M); higher means more potent). Dataset: bindingdb_ic50. (1) The drug is C[C@@H](N[C@H]1CCCC[C@@H]1NS(=O)(=O)c1ccc(OC(F)(F)F)cc1)c1cccc2ccccc12. The target protein (P48442) has sequence MASYSCCLALLALAWHSSAYGPDQRAQKKGDIILGGLFPIHFGVAAKDQDLKSRPESVECIRYNFRGFRWLQAMIFAIEEINSSPSLLPNMTLGYRIFDTCNTVSKALEATLSFVAQNKIDSLNLDEFCNCSEHIPSTIAVVGATGSGVSTAVANLLGLFYIPQVSYASSSRLLSNKNQYKSFLRTIPNDEHQATAMADIIEYFRWNWVGTIAADDDYGRPGIEKFREEAEERDICIDFSELISQYSDEEEIQQVVEVIQNSTAKVIVVFSSGPDLEPLIKEIVRRNITGRIWLASEAWASSSLIAMPEYFHVVGGTIGFGLKAGQIPGFREFLQKVHPRKSVHNGFAKEFWEETFNCHLQEGAKGPLPVDTFVRSHEEGGNRLLNSSTAFRPLCTGDENINSVETPYMDYEHLRISYNVYLAVYSIAHALQDIYTCLPGRGLFTNGSCADIKKVEAWQVLKHLRHLNFTNNMGEQVTFDECGDLVGNYSIINWHLSPED.... The pIC50 is 5.6. (2) The compound is C[C@@]1(CSc2nc3ccccc3s2)S[C@@H]2[C@@H](Cl)C(=O)N2[C@H]1C(=O)O. The target protein (P00809) has sequence MILKNKRMLKIGICVGILGLSITSLEAFTGESLQVEAKEKTGQVKHKNQATHKEFSQLEKKFDARLGVYAIDTGTNQTISYRPNERFAFASTYKALAAGVLLQQNSIDSLNEVITYTKEDLVDYSPVTEKHVDTGMKLGEIAEAAVRSSDNTAGNILFNKIGGPKGYEKALRHMGDRITMSNRFETELNEAIPGDIRDTSTAKAIATNLKAFTVGNALPAEKRKILTEWMKGNATGDKLIRAGIPTDWVVGDKSGAGSYGTRNDIAVVWPPNSAPIIVLISSKDEKEAIYNDQLIAEATKVIVKGS. The pIC50 is 2.3. (3) The small molecule is c1ccc2c(c1)-c1nccc3ccnc-2c13. The target protein (P11387) has sequence MSGDHLHNDSQIEADFRLNDSHKHKDKHKDREHRHKEHKKEKDREKSKHSNSEHKDSEKKHKEKEKTKHKDGSSEKHKDKHKDRDKEKRKEEKVRASGDAKIKKEKENGFSSPPQIKDEPEDDGYFVPPKEDIKPLKRPRDEDDADYKPKKIKTEDTKKEKKRKLEEEEDGKLKKPKNKDKDKKVPEPDNKKKKPKKEEEQKWKWWEEERYPEGIKWKFLEHKGPVFAPPYEPLPENVKFYYDGKVMKLSPKAEEVATFFAKMLDHEYTTKEIFRKNFFKDWRKEMTNEEKNIITNLSKCDFTQMSQYFKAQTEARKQMSKEEKLKIKEENEKLLKEYGFCIMDNHKERIANFKIEPPGLFRGRGNHPKMGMLKRRIMPEDIIINCSKDAKVPSPPPGHKWKEVRHDNKVTWLVSWTENIQGSIKYIMLNPSSRIKGEKDWQKYETARRLKKCVDKIRNQYREDWKSKEMKVRQRAVALYFIDKLALRAGNEKEEGETAD.... The pIC50 is 4.7. (4) The small molecule is CCn1c(-c2nonc2N)nc2cncc(C(=O)NC3CCNCC3)c21. The target protein (Q63644) has sequence MSTGDSFETRFEKIDNLLRDPKSEVNSDCLLDGLDALVYDLDFPALRKNKNIDNFLSRYKDTINKIRDLRMKAEDYEVVKVIGRGAFGEVQLVRHKSTRKVYAMKLLSKFEMIKRSDSAFFWEERDIMAFANSPWVVQLFYAFQDDRYLYMVMEYMPGGDLVNLMSNYDVPEKWARFYTAEVVLALDAIHSMGFIHRDVKPDNMLLDKSGHLKLADFGTCMKMNKEGMVRCDTAVGTPDYISPEVLKSQGGDGYYGRECDWWSVGVFLYEMLVGDTPFYADSLVGTYSKIMNHKNSLTFPDDNDISKEAKNLICAFLTDREVRLGRNGVEEIKRHLFFKNDQWAWETLRDTVAPVVPDLSSDIDTSNFDDLEEDKGDEETFPIPKAFVGNQLPFVGFTYYSNRRYLPSANPSENRSSSNVDKNVQESLQKTIYKLEEQLHNEMQLKDEMEQKCRTSNIKLDKIMKELDEEGNQRRNLESAVSQIEKEKMLLQHRINEYQR.... The pIC50 is 8.2. (5) The compound is C[C@H](NC(=O)c1c(N)ncn2ccnc12)c1cc2cccc(Cl)c2c(=O)n1-c1ccccc1. The target protein (O00329) has sequence MPPGVDCPMEFWTKEENQSVVVDFLLPTGVYLNFPVSRNANLSTIKQLLWHRAQYEPLFHMLSGPEAYVFTCINQTAEQQELEDEQRRLCDVQPFLPVLRLVAREGDRVKKLINSQISLLIGKGLHEFDSLCDPEVNDFRAKMCQFCEEAAARRQQLGWEAWLQYSFPLQLEPSAQTWGPGTLRLPNRALLVNVKFEGSEESFTFQVSTKDVPLALMACALRKKATVFRQPLVEQPEDYTLQVNGRHEYLYGSYPLCQFQYICSCLHSGLTPHLTMVHSSSILAMRDEQSNPAPQVQKPRAKPPPIPAKKPSSVSLWSLEQPFRIELIQGSKVNADERMKLVVQAGLFHGNEMLCKTVSSSEVSVCSEPVWKQRLEFDINICDLPRMARLCFALYAVIEKAKKARSTKKKSKKADCPIAWANLMLFDYKDQLKTGERCLYMWPSVPDEKGELLNPTGTVRSNPNTDSAAALLICLPEVAPHPVYYPALEKILELGRHSEC.... The pIC50 is 6.5.